Dataset: Full USPTO retrosynthesis dataset with 1.9M reactions from patents (1976-2016). Task: Predict the reactants needed to synthesize the given product. (1) The reactants are: [Cl:1][C:2]1[CH:10]=[CH:9][CH:8]=[C:7]2[C:3]=1[C:4]([C:15]([OH:17])=O)=[CH:5][N:6]2[CH2:11][CH2:12][O:13][CH3:14].[F:18][C:19]([F:29])([F:28])[C:20]1[CH:27]=[CH:26][CH:25]=[CH:24][C:21]=1[CH2:22][NH2:23].CCN(CC)CC.N1(O)C2C=CC=CC=2N=N1.C(Cl)CCl. Given the product [F:18][C:19]([F:28])([F:29])[C:20]1[CH:27]=[CH:26][CH:25]=[CH:24][C:21]=1[CH2:22][NH:23][C:15]([C:4]1[C:3]2[C:7](=[CH:8][CH:9]=[CH:10][C:2]=2[Cl:1])[N:6]([CH2:11][CH2:12][O:13][CH3:14])[CH:5]=1)=[O:17], predict the reactants needed to synthesize it. (2) Given the product [Br:11][C:12]1[CH:13]=[C:14]([CH:18]=[CH:19][CH:20]=1)[C:15]([C:2]1[CH:9]=[C:8]([F:10])[CH:7]=[CH:6][C:3]=1[C:4]#[N:5])=[O:16], predict the reactants needed to synthesize it. The reactants are: Br[C:2]1[CH:9]=[C:8]([F:10])[CH:7]=[CH:6][C:3]=1[C:4]#[N:5].[Br:11][C:12]1[CH:13]=[C:14]([CH:18]=[CH:19][CH:20]=1)[C:15](Cl)=[O:16]. (3) Given the product [OH:1][C:2]1[CH:16]=[CH:15][C:5]([C:6]2([C:8]3[CH:13]=[CH:12][C:11]([OH:14])=[CH:10][CH:9]=3)[O:19][CH2:18][CH2:17][O:7]2)=[CH:4][CH:3]=1.[OH:1][C:2]1[CH:16]=[CH:15][C:5]([C:6]([C:8]2[CH:13]=[CH:12][C:11]([OH:14])=[CH:10][CH:9]=2)=[O:7])=[CH:4][CH:3]=1, predict the reactants needed to synthesize it. The reactants are: [OH:1][C:2]1[CH:16]=[CH:15][C:5]([C:6]([C:8]2[CH:13]=[CH:12][C:11]([OH:14])=[CH:10][CH:9]=2)=[O:7])=[CH:4][CH:3]=1.[CH2:17](O)[CH2:18][OH:19].C([O-])([O-])OC. (4) Given the product [F:20][C:21]1[CH:22]=[C:23]([NH:24][C:17]([C:12]2[NH:13][C:14]3[C:10]([CH:11]=2)=[CH:9][C:8]([CH:6]([N:1]2[CH2:2][CH2:3][CH2:4][CH2:5]2)[CH3:7])=[CH:16][CH:15]=3)=[O:19])[CH:25]=[C:26]([F:28])[CH:27]=1, predict the reactants needed to synthesize it. The reactants are: [N:1]1([CH:6]([C:8]2[CH:9]=[C:10]3[C:14](=[CH:15][CH:16]=2)[NH:13][C:12]([C:17]([OH:19])=O)=[CH:11]3)[CH3:7])[CH2:5][CH2:4][CH2:3][CH2:2]1.[F:20][C:21]1[CH:22]=[C:23]([CH:25]=[C:26]([F:28])[CH:27]=1)[NH2:24].CN1CCOCC1.F[P-](F)(F)(F)(F)F.N1(OC(N(C)C)=[N+](C)C)C2C=CC=CC=2N=N1. (5) Given the product [CH3:7][S:8]([C:11]1[CH:16]=[CH:15][CH:14]=[CH:13][CH:12]=1)(=[O:10])=[O:9], predict the reactants needed to synthesize it. The reactants are: [H-].[Al+3].[Li+].[H-].[H-].[H-].[CH3:7][S:8]([C:11]1[CH:16]=[CH:15][CH:14]=[CH:13][C:12]=1S(Cl)(=O)=O)(=[O:10])=[O:9].C(OCC)(=O)C.Cl. (6) Given the product [CH3:32][S:33]([OH:36])(=[O:35])=[O:34].[Cl:1][C:2]1[C:7]2[NH:8][C:9]([C:11]3[CH2:15][C:14]4([CH2:16][CH2:17][CH2:18][CH2:19][CH2:20]4)[O:13][N:12]=3)=[N:10][C:6]=2[CH:5]=[C:4]([C:21]2[CH:26]=[CH:25][CH:24]=[CH:23][C:22]=2[O:27][C:28]([F:29])([F:30])[F:31])[CH:3]=1, predict the reactants needed to synthesize it. The reactants are: [Cl:1][C:2]1[C:7]2[NH:8][C:9]([C:11]3[CH2:15][C:14]4([CH2:20][CH2:19][CH2:18][CH2:17][CH2:16]4)[O:13][N:12]=3)=[N:10][C:6]=2[CH:5]=[C:4]([C:21]2[CH:26]=[CH:25][CH:24]=[CH:23][C:22]=2[O:27][C:28]([F:31])([F:30])[F:29])[CH:3]=1.[CH3:32][S:33]([OH:36])(=[O:35])=[O:34]. (7) Given the product [C:46]([O:45][C:43](=[O:44])[C@@H:37]([NH:36][C:9](=[O:35])[CH2:10][CH2:11][CH2:12][CH2:13][CH2:14][CH2:15][CH2:16][CH2:17][CH2:18][CH2:19][CH2:20][CH2:21][CH2:22][CH2:23][CH2:24][CH2:25][CH2:26][CH2:27][C:28]([O:30][C:31]([CH3:32])([CH3:33])[CH3:34])=[O:29])[CH2:38][CH2:39][C:40]([OH:42])=[O:41])([CH3:49])([CH3:47])[CH3:48], predict the reactants needed to synthesize it. The reactants are: O=C1CCC(=O)N1O[C:9](=[O:35])[CH2:10][CH2:11][CH2:12][CH2:13][CH2:14][CH2:15][CH2:16][CH2:17][CH2:18][CH2:19][CH2:20][CH2:21][CH2:22][CH2:23][CH2:24][CH2:25][CH2:26][CH2:27][C:28]([O:30][C:31]([CH3:34])([CH3:33])[CH3:32])=[O:29].[NH2:36][C@H:37]([C:43]([O:45][C:46]([CH3:49])([CH3:48])[CH3:47])=[O:44])[CH2:38][CH2:39][C:40](=[O:42])[OH:41]. (8) Given the product [F:32][C:10]1[C:6]2[CH:5]=[CH:4][C:3]([C:2]([F:15])([F:1])[F:16])=[CH:14][C:7]=2[S:8][C:9]=1[C:11]([OH:13])=[O:12], predict the reactants needed to synthesize it. The reactants are: [F:1][C:2]([F:16])([F:15])[C:3]1[CH:4]=[CH:5][C:6]2[CH:10]=[C:9]([C:11]([OH:13])=[O:12])[S:8][C:7]=2[CH:14]=1.[Li]CCCC.C1C=CC(S(N(S(C2C=CC=CC=2)(=O)=O)[F:32])(=O)=O)=CC=1. (9) The reactants are: [Cl:1][C:2]1[CH:3]=[C:4]([S:8]([N:11]2[C:15]([C:16]3[CH:21]=[CH:20][CH:19]=[CH:18][CH:17]=3)=[C:14]([CH3:22])[C:13]([C:23](OC)=[O:24])=[CH:12]2)(=[O:10])=[O:9])[CH:5]=[CH:6][CH:7]=1.C1(C)C=CC=CC=1.[H-].C([Al+]CC(C)C)C(C)C.Cl. Given the product [Cl:1][C:2]1[CH:3]=[C:4]([S:8]([N:11]2[C:15]([C:16]3[CH:21]=[CH:20][CH:19]=[CH:18][CH:17]=3)=[C:14]([CH3:22])[C:13]([CH:23]=[O:24])=[CH:12]2)(=[O:9])=[O:10])[CH:5]=[CH:6][CH:7]=1, predict the reactants needed to synthesize it. (10) Given the product [CH3:1][O:2][C:3]1[CH:29]=[CH:28][C:6]2[NH:7][C:8](=[O:27])[N:9]([CH:12]3[CH2:17][CH2:16][N:15]([C:18]4[CH:23]=[C:22]([C:24]([N:30]5[C:40]6[C:41]7[CH:32]([CH2:33][C:34](=[O:42])[NH:35][C:36]=7[CH:37]=[CH:38][CH:39]=6)[CH2:31]5)=[O:25])[CH:21]=[CH:20][N:19]=4)[CH2:14][CH2:13]3)[CH2:10][CH2:11][C:5]=2[CH:4]=1, predict the reactants needed to synthesize it. The reactants are: [CH3:1][O:2][C:3]1[CH:29]=[CH:28][C:6]2[NH:7][C:8](=[O:27])[N:9]([CH:12]3[CH2:17][CH2:16][N:15]([C:18]4[CH:23]=[C:22]([C:24](O)=[O:25])[CH:21]=[CH:20][N:19]=4)[CH2:14][CH2:13]3)[CH2:10][CH2:11][C:5]=2[CH:4]=1.[NH:30]1[C:40]2[C:41]3[CH:32]([CH2:33][C:34](=[O:42])[NH:35][C:36]=3[CH:37]=[CH:38][CH:39]=2)[CH2:31]1.CN(C(ON1N=NC2C=CC=CC1=2)=[N+](C)C)C.[B-](F)(F)(F)F.